Dataset: Peptide-MHC class I binding affinity with 185,985 pairs from IEDB/IMGT. Task: Regression. Given a peptide amino acid sequence and an MHC pseudo amino acid sequence, predict their binding affinity value. This is MHC class I binding data. The peptide sequence is DRFYKTLRA. The MHC is HLA-B08:01 with pseudo-sequence HLA-B08:01. The binding affinity (normalized) is 0.